Binary Classification. Given a miRNA mature sequence and a target amino acid sequence, predict their likelihood of interaction. From a dataset of Experimentally validated miRNA-target interactions with 360,000+ pairs, plus equal number of negative samples. The miRNA is hsa-miR-378a-5p with sequence CUCCUGACUCCAGGUCCUGUGU. The protein sequence of the target gene is MSSWLGGLGSGLGQSLGQVGGSLASLTGQISNFTKDMLMEGTEEVEAELPDSRTKEIEAIHAILRSENERLKKLCTDLEEKHEASEIQIKQQSTSYRNQLQQKEVEISHLKARQIALQDQLLKLQSAAQSVPSGAGVPATTASSSFAYGISHHPSAFHDDDMDFGDIISSQQEINRLSNEVSRLESEVGHWRHIAQTSKAQGTDNSDQSEICKLQNIIKELKQNRSQEIDDHQHEMSVLQNAHQQKLTEISRRHREELSDYEERIEELENLLQQGGSGVIETDLSKIYEMQKTIQVLQIE.... Result: 1 (interaction).